Dataset: Reaction yield outcomes from USPTO patents with 853,638 reactions. Task: Predict the reaction yield, written as a fraction of the theoretical maximum amount of product (1.0 means a 100% yield; for example, 0.34 means a 34% yield). (1) The reactants are [CH:1]([NH:4][C:5]1[C:14]2[C:9](=[CH:10][C:11]([OH:17])=[C:12]([O:15][CH3:16])[CH:13]=2)[N:8]=[CH:7][N:6]=1)([CH3:3])[CH3:2].Br[CH2:19][C:20]1[CH:21]=[C:22]([S:26]([CH2:34][CH3:35])(=[N:28][C:29]([O:31][CH2:32][CH3:33])=[O:30])=[O:27])[CH:23]=[CH:24][CH:25]=1.C(=O)([O-])[O-].[K+].[K+]. The catalyst is CC(C)=O.C(OCC)(=O)C. The product is [CH2:32]([O:31][C:29]([N:28]=[S:26]([CH2:34][CH3:35])([C:22]1[CH:23]=[CH:24][CH:25]=[C:20]([CH2:19][O:17][C:11]2[CH:10]=[C:9]3[C:14]([C:5]([NH:4][CH:1]([CH3:3])[CH3:2])=[N:6][CH:7]=[N:8]3)=[CH:13][C:12]=2[O:15][CH3:16])[CH:21]=1)=[O:27])=[O:30])[CH3:33]. The yield is 0.620. (2) The reactants are Cl[C:2]1[N:7]2[N:8]=[CH:9][C:10]([C:11]([O:13][CH2:14][CH3:15])=[O:12])=[C:6]2[N:5]=[CH:4][C:3]=1[C:16]([N:18]1[CH2:23][CH2:22][C:21]2([C:31]3[C:26](=[CH:27][CH:28]=[CH:29][CH:30]=3)[CH2:25][CH2:24]2)[CH2:20][CH2:19]1)=[O:17].[F:32][C:33]1[CH:39]=[CH:38][C:36]([NH2:37])=[C:35]([CH3:40])[CH:34]=1. No catalyst specified. The product is [CH2:14]([O:13][C:11]([C:10]1[CH:9]=[N:8][N:7]2[C:2]([NH:37][C:36]3[CH:38]=[CH:39][C:33]([F:32])=[CH:34][C:35]=3[CH3:40])=[C:3]([C:16]([N:18]3[CH2:19][CH2:20][C:21]4([C:31]5[C:26](=[CH:27][CH:28]=[CH:29][CH:30]=5)[CH2:25][CH2:24]4)[CH2:22][CH2:23]3)=[O:17])[CH:4]=[N:5][C:6]=12)=[O:12])[CH3:15]. The yield is 0.910. (3) The reactants are Br[C:2]1[CH:7]=[CH:6][C:5]([NH:8][C:9](=[O:18])[CH2:10][CH2:11][C:12]2[CH:17]=[CH:16][CH:15]=[CH:14][CH:13]=2)=[C:4]([O:19][CH3:20])[CH:3]=1.C([Li])CCC.CCCCCC.[B:32](OC(C)C)([O:37]C(C)C)[O:33]C(C)C. The catalyst is O1CCCC1. The product is [CH3:20][O:19][C:4]1[CH:3]=[C:2]([B:32]([OH:37])[OH:33])[CH:7]=[CH:6][C:5]=1[NH:8][C:9](=[O:18])[CH2:10][CH2:11][C:12]1[CH:17]=[CH:16][CH:15]=[CH:14][CH:13]=1. The yield is 0.230. (4) The reactants are [NH:1]1[CH2:5][CH2:4][CH2:3][CH2:2]1.C(N(CC)CC)C.ON1C2C=CC=CC=2N=N1.Cl.CN(C)CCCN=C=NCC.[F:35][C:36]1[CH:37]=[C:38]([NH2:45])[C:39](=[CH:43][CH:44]=1)[C:40](O)=[O:41]. The catalyst is O.CN(C=O)C. The product is [NH2:45][C:38]1[CH:37]=[C:36]([F:35])[CH:44]=[CH:43][C:39]=1[C:40]([N:1]1[CH2:5][CH2:4][CH2:3][CH2:2]1)=[O:41]. The yield is 0.620.